From a dataset of Experimentally validated miRNA-target interactions with 360,000+ pairs, plus equal number of negative samples. Binary Classification. Given a miRNA mature sequence and a target amino acid sequence, predict their likelihood of interaction. The miRNA is hsa-miR-6858-3p with sequence CAGCCAGCCCCUGCUCACCCCU. The protein sequence of the target gene is MAGNSLVLPIVLWGRKAPTHCISSILLTDDGGTIVTGCHDGQICLWDVSVELEVNPRALLFGHTASITCLSKACASGDKRYTVSASANGEMCLWDVNDGRCIEFTKLACTHTGIQFYQFSVGNQQEGRLLCHGHYPEILVVDATSLEVLYSLVSKISPDWISSMSIIRSQRTQEDTVVALSVTGILKVWIVTSEMSGMQDTEPIFEEESKPIYCQNCQSISFCAFTQRSLLVVCSKYWRVFDAGDYSLLCSGPSENGQTWTGGDFVSADKVIIWTENGQSYIYKLPASCLPASDSFRSDV.... Result: 0 (no interaction).